From a dataset of Full USPTO retrosynthesis dataset with 1.9M reactions from patents (1976-2016). Predict the reactants needed to synthesize the given product. Given the product [C:24]([O:27][C:28](=[O:29])[NH:12][CH2:13][C:14]1[CH:19]=[CH:18][C:17]([C:2]2[N:6]3[CH:7]=[CH:8][C:9]([Cl:11])=[CH:10][C:5]3=[N:4][CH:3]=2)=[CH:16][CH:15]=1)([CH3:26])([CH3:25])[CH3:23], predict the reactants needed to synthesize it. The reactants are: I[C:2]1[N:6]2[CH:7]=[CH:8][C:9]([Cl:11])=[CH:10][C:5]2=[N:4][CH:3]=1.[NH2:12][CH2:13][C:14]1[CH:19]=[CH:18][C:17](B(O)O)=[CH:16][CH:15]=1.[CH3:23][C:24]([O:27][C:28](O[C:28]([O:27][C:24]([CH3:26])([CH3:25])[CH3:23])=[O:29])=[O:29])([CH3:26])[CH3:25].